Dataset: Catalyst prediction with 721,799 reactions and 888 catalyst types from USPTO. Task: Predict which catalyst facilitates the given reaction. (1) Reactant: C(OC([N:8]1[CH2:16][C:15]2[C:10](=[CH:11][CH:12]=[C:13]([C:17]#[N:18])[CH:14]=2)[CH2:9]1)=O)(C)(C)C.FC(F)(F)C(O)=O. Product: [C:17]([C:13]1[CH:14]=[C:15]2[C:10](=[CH:11][CH:12]=1)[CH2:9][NH:8][CH2:16]2)#[N:18]. The catalyst class is: 4. (2) Product: [F:18][C:15]1[CH:16]=[CH:17][C:12]([CH2:11][N:8]2[C:6]3=[N:7][C:2]([C:20]4[S:19][CH:23]=[CH:22][CH:21]=4)=[CH:3][N:4]=[C:5]3[N:10]=[N:9]2)=[CH:13][CH:14]=1. The catalyst class is: 600. Reactant: Br[C:2]1[N:7]=[C:6]2[N:8]([CH2:11][C:12]3[CH:17]=[CH:16][C:15]([F:18])=[CH:14][CH:13]=3)[N:9]=[N:10][C:5]2=[N:4][CH:3]=1.[S:19]1[CH:23]=[CH:22][CH:21]=[C:20]1B(O)O.C([O-])(O)=O.[Na+]. (3) Reactant: [CH3:1][C:2]1[CH:12]=[CH:11][C:10]([CH3:13])=[C:4]2[C:5]([O:7][C:8](=[O:9])[C:3]=12)=O.Cl.[NH2:15][CH:16]1[CH2:21][CH2:20][C:19](=[O:22])[NH:18][C:17]1=[O:23].C([O-])(=O)C.[Na+]. Product: [O:23]=[C:17]1[CH:16]([N:15]2[C:5](=[O:7])[C:4]3[C:3](=[C:2]([CH3:1])[CH:12]=[CH:11][C:10]=3[CH3:13])[C:8]2=[O:9])[CH2:21][CH2:20][C:19](=[O:22])[NH:18]1. The catalyst class is: 15. (4) Reactant: [CH2:1]([O:3][C:4](=[O:23])[CH:5]([C:11]1[CH:16]=[CH:15][C:14]([NH2:17])=[C:13]([NH2:18])[C:12]=1[C:19]([O:21][CH3:22])=[O:20])[C:6]([O:8][CH2:9][CH3:10])=[O:7])[CH3:2].[CH3:24][O:25][C:26]1[CH:33]=[CH:32][CH:31]=[CH:30][C:27]=1[CH:28]=O.C1(Cl)C(=O)C(Cl)=C(Cl)C(=O)C=1Cl. Product: [CH2:1]([O:3][C:4](=[O:23])[CH:5]([C:11]1[CH:16]=[CH:15][C:14]2[N:17]=[C:28]([C:27]3[CH:30]=[CH:31][CH:32]=[CH:33][C:26]=3[O:25][CH3:24])[NH:18][C:13]=2[C:12]=1[C:19]([O:21][CH3:22])=[O:20])[C:6]([O:8][CH2:9][CH3:10])=[O:7])[CH3:2]. The catalyst class is: 23. (5) Reactant: C(OP([CH2:9][C:10]1[N:11]=[CH:12][C:13]([NH:16][C:17](=[O:23])[O:18][C:19]([CH3:22])([CH3:21])[CH3:20])=[N:14][CH:15]=1)(OCC)=O)C.[H-].[Na+].[CH:26]([C:28]1[CH:29]=[C:30]([NH:35][C:36](=[O:55])[C:37]2[CH:42]=[CH:41][C:40]([CH2:43][N:44]3[CH2:49][CH2:48][N:47]([CH3:50])[CH2:46][CH2:45]3)=[C:39]([C:51]([F:54])([F:53])[F:52])[CH:38]=2)[CH:31]=[CH:32][C:33]=1[CH3:34])=O. Product: [CH3:34][C:33]1[CH:32]=[CH:31][C:30]([NH:35][C:36](=[O:55])[C:37]2[CH:42]=[CH:41][C:40]([CH2:43][N:44]3[CH2:49][CH2:48][N:47]([CH3:50])[CH2:46][CH2:45]3)=[C:39]([C:51]([F:53])([F:54])[F:52])[CH:38]=2)=[CH:29][C:28]=1/[CH:26]=[CH:9]/[C:10]1[N:11]=[CH:12][C:13]([NH:16][C:17](=[O:23])[O:18][C:19]([CH3:20])([CH3:21])[CH3:22])=[N:14][CH:15]=1. The catalyst class is: 3. (6) Reactant: [OH:1][C:2]1[CH:11]=[CH:10][C:5]2[C:6](=[O:9])[CH2:7][O:8][C:4]=2[C:3]=1[CH2:12][N:13]1[CH2:18][CH2:17][N:16]([S:19]([CH3:22])(=[O:21])=[O:20])[CH2:15][CH2:14]1.[NH:23]1[C:31]2[C:26](=[CH:27][CH:28]=[CH:29][CH:30]=2)[C:25]([CH:32]=O)=[N:24]1.N1CCCCC1. Product: [NH:23]1[C:31]2[C:26](=[CH:27][CH:28]=[CH:29][CH:30]=2)[C:25](/[CH:32]=[C:7]2\[O:8][C:4]3[C:3]([CH2:12][N:13]4[CH2:18][CH2:17][N:16]([S:19]([CH3:22])(=[O:21])=[O:20])[CH2:15][CH2:14]4)=[C:2]([OH:1])[CH:11]=[CH:10][C:5]=3[C:6]\2=[O:9])=[N:24]1. The catalyst class is: 5. (7) Reactant: Cl[C:2]1[CH:7]=[C:6]([C:8]2[CH:9]=[N:10][N:11]([CH3:13])[CH:12]=2)[CH:5]=[C:4]([Cl:14])[N:3]=1.[F:15][C:16]1[CH:21]=[CH:20][C:19]([C@@H:22]([NH2:24])[CH3:23])=[CH:18][CH:17]=1.C(P(C(C)(C)C)C1C=CC=CC=1C1C=CC=CC=1)(C)(C)C.CC(C)([O-])C.[Na+]. Product: [Cl:14][C:4]1[N:3]=[C:2]([NH:24][C@H:22]([C:19]2[CH:20]=[CH:21][C:16]([F:15])=[CH:17][CH:18]=2)[CH3:23])[CH:7]=[C:6]([C:8]2[CH:9]=[N:10][N:11]([CH3:13])[CH:12]=2)[CH:5]=1. The catalyst class is: 487. (8) Product: [CH2:10]([C:9]1[O:12][C:5]([C:4]2[CH:13]=[CH:14][CH:15]=[C:2]([I:1])[CH:3]=2)=[N:7][N:8]=1)[CH3:11]. The catalyst class is: 10. Reactant: [I:1][C:2]1[CH:3]=[C:4]([CH:13]=[CH:14][CH:15]=1)[C:5]([NH:7][NH:8][C:9](=[O:12])[CH2:10][CH3:11])=O.C1(P(C2C=CC=CC=2)C2C=CC=CC=2)C=CC=CC=1.C(Cl)(Cl)(Cl)Cl.C(N(CC)CC)C.